Dataset: Catalyst prediction with 721,799 reactions and 888 catalyst types from USPTO. Task: Predict which catalyst facilitates the given reaction. (1) Reactant: O[CH:2]=[C:3]1[C:11]2[C:6](=[CH:7][C:8]([C:12]([C:14]3[CH:15]=[C:16]([NH:20][C:21]([C:23]4[C:24]([CH3:30])=[N:25][N:26]([CH3:29])[C:27]=4[CH3:28])=[O:22])[CH:17]=[CH:18][CH:19]=3)=[O:13])=[CH:9][CH:10]=2)[NH:5][C:4]1=[O:31].[CH3:32][N:33]1[CH2:38][CH2:37][N:36]([C:39]2[CH:44]=[CH:43][C:42]([NH2:45])=[CH:41][CH:40]=2)[CH2:35][CH2:34]1. Product: [CH3:32][N:33]1[CH2:34][CH2:35][N:36]([C:39]2[CH:44]=[CH:43][C:42]([NH:45][CH:2]=[C:3]3[C:11]4[C:6](=[CH:7][C:8]([C:12]([C:14]5[CH:15]=[C:16]([NH:20][C:21]([C:23]6[C:24]([CH3:30])=[N:25][N:26]([CH3:29])[C:27]=6[CH3:28])=[O:22])[CH:17]=[CH:18][CH:19]=5)=[O:13])=[CH:9][CH:10]=4)[NH:5][C:4]3=[O:31])=[CH:41][CH:40]=2)[CH2:37][CH2:38]1. The catalyst class is: 1. (2) Reactant: [Br:1][C:2]1[CH:7]=[C:6]([C:8]([F:11])([F:10])[F:9])[C:5]([NH:12][C:13]([C:15]2[N:16]([CH3:24])[N:17]=[C:18]([C:20]([CH3:23])([CH3:22])[CH3:21])[N:19]=2)=O)=[C:4]([N+:25]([O-])=O)[CH:3]=1.CCOC(C)=O.C(Cl)Cl. Product: [Br:1][C:2]1[CH:7]=[C:6]([C:8]([F:11])([F:10])[F:9])[C:5]2[NH:12][C:13]([C:15]3[N:16]([CH3:24])[N:17]=[C:18]([C:20]([CH3:23])([CH3:22])[CH3:21])[N:19]=3)=[N:25][C:4]=2[CH:3]=1. The catalyst class is: 180. (3) Reactant: [NH2:1][CH2:2][CH2:3][C:4]1([NH:13]S(C(C)(C)C)=O)[C:12]2[C:7](=[CH:8][CH:9]=[CH:10][CH:11]=2)[CH2:6][CH2:5]1.Cl.C1COCC1. Product: [NH2:1][CH2:2][CH2:3][C:4]1([NH2:13])[C:12]2[C:7](=[CH:8][CH:9]=[CH:10][CH:11]=2)[CH2:6][CH2:5]1. The catalyst class is: 1. (4) Reactant: [NH2:1][C:2]1[N:34]=[C:5]2[C:6]([C:24]3[CH:29]=[CH:28][CH:27]=[C:26]([C:30]([F:33])([F:32])[F:31])[CH:25]=3)=[C:7]([CH3:23])[C:8]([C:10]3[N:14]([C:15]4[CH:22]=[CH:21][C:18]([C:19]#[N:20])=[CH:17][CH:16]=4)[N:13]=[CH:12][CH:11]=3)=[CH:9][N:4]2[N:3]=1.CCN(C(C)C)C(C)C.[Cl:44][CH2:45][C:46](Cl)=[O:47]. Product: [Cl:44][CH2:45][C:46]([NH:1][C:2]1[N:34]=[C:5]2[C:6]([C:24]3[CH:29]=[CH:28][CH:27]=[C:26]([C:30]([F:32])([F:33])[F:31])[CH:25]=3)=[C:7]([CH3:23])[C:8]([C:10]3[N:14]([C:15]4[CH:16]=[CH:17][C:18]([C:19]#[N:20])=[CH:21][CH:22]=4)[N:13]=[CH:12][CH:11]=3)=[CH:9][N:4]2[N:3]=1)=[O:47]. The catalyst class is: 1.